From a dataset of Reaction yield outcomes from USPTO patents with 853,638 reactions. Predict the reaction yield, written as a fraction of the theoretical maximum amount of product (1.0 means a 100% yield; for example, 0.34 means a 34% yield). (1) The reactants are C[O:2][C:3](=[O:23])[C:4]1[CH:9]=[CH:8][C:7]([NH:10][C:11](=[O:22])[CH2:12][O:13][C:14]2[CH:19]=[CH:18][C:17]([Cl:20])=[CH:16][C:15]=2[Cl:21])=[CH:6][CH:5]=1.Cl.C(OCC)(=O)C. The catalyst is C1COCC1.O.[Cl-].[Na+].O. The product is [Cl:21][C:15]1[CH:16]=[C:17]([Cl:20])[CH:18]=[CH:19][C:14]=1[O:13][CH2:12][C:11]([NH:10][C:7]1[CH:8]=[CH:9][C:4]([C:3]([OH:23])=[O:2])=[CH:5][CH:6]=1)=[O:22]. The yield is 0.706. (2) The reactants are N(C(C)C)C(C)C.[Li]CCCC.[Br:13][C:14]1[CH:19]=[CH:18][C:17]([NH2:20])=[C:16]([F:21])[CH:15]=1.Cl[C:23]1[C:24]([C:31]([OH:33])=[O:32])=[CH:25][N:26]([CH3:30])[C:27](=[O:29])[CH:28]=1. The catalyst is C1COCC1. The product is [Br:13][C:14]1[CH:19]=[CH:18][C:17]([NH:20][C:23]2[C:24]([C:31]([OH:33])=[O:32])=[CH:25][N:26]([CH3:30])[C:27](=[O:29])[CH:28]=2)=[C:16]([F:21])[CH:15]=1. The yield is 0.770. (3) The reactants are [CH:1]1[CH:6]=[C:5]2[C:7]([NH:9][C:10]([NH:12][C:4]2=[CH:3][CH:2]=1)=O)=[O:8].CN(C)C1C=CC=CC=1. The catalyst is P(Cl)(Cl)(Cl)=O. The product is [CH:1]1[CH:2]=[CH:3][C:4]2[N:12]=[CH:10][NH:9][C:7](=[O:8])[C:5]=2[CH:6]=1. The yield is 0.620. (4) The reactants are [C:1]([O:5][C@@H:6]([CH3:19])[C@H:7]([NH:10][C:11]1[C:16]([F:17])=[CH:15][N:14]=[C:13]([F:18])[N:12]=1)[CH2:8][OH:9])([CH3:4])([CH3:3])[CH3:2].Cl[C:21](Cl)([O:23]C(=O)OC(Cl)(Cl)Cl)Cl.CC1C=CC=C(C)N=1.CCOC(C)=O.CCCCCCC. The catalyst is C(Cl)Cl.O. The product is [C:1]([O:5][C@H:6]([C@H:7]1[CH2:8][O:9][C:21](=[O:23])[N:10]1[C:11]1[C:16]([F:17])=[CH:15][N:14]=[C:13]([F:18])[N:12]=1)[CH3:19])([CH3:4])([CH3:2])[CH3:3]. The yield is 0.350.